This data is from Forward reaction prediction with 1.9M reactions from USPTO patents (1976-2016). The task is: Predict the product of the given reaction. Given the reactants [OH:1][C:2]1[CH:7]=[CH:6][C:5]([C:8]([F:11])([F:10])[F:9])=[CH:4][CH:3]=1.[CH2:12]([CH:15]([CH2:18]O)[CH2:16][OH:17])[CH2:13][CH3:14].O[C:21]1[CH:26]=[CH:25][C:24]([CH:27]([C:33]#[C:34][CH3:35])[CH2:28][C:29]([O:31]C)=[O:30])=[CH:23][CH:22]=1, predict the reaction product. The product is: [F:11][C:8]([F:9])([F:10])[C:5]1[CH:6]=[CH:7][C:2]([O:1][CH2:18][CH:15]([CH2:12][CH2:13][CH3:14])[CH2:16][O:17][C:21]2[CH:26]=[CH:25][C:24]([CH:27]([C:33]#[C:34][CH3:35])[CH2:28][C:29]([OH:31])=[O:30])=[CH:23][CH:22]=2)=[CH:3][CH:4]=1.